This data is from Full USPTO retrosynthesis dataset with 1.9M reactions from patents (1976-2016). The task is: Predict the reactants needed to synthesize the given product. (1) Given the product [Cl:2][C:3]1[CH:8]=[CH:7][C:6]([N+:9]([O-:11])=[O:10])=[CH:5][C:4]=1[C:12]1[N:13]=[C:14]([NH:17][S:27]([C:24]2[CH:25]=[CH:26][C:21]([CH2:18][CH2:19][CH3:20])=[CH:22][CH:23]=2)(=[O:29])=[O:28])[S:15][CH:16]=1, predict the reactants needed to synthesize it. The reactants are: Br.[Cl:2][C:3]1[CH:8]=[CH:7][C:6]([N+:9]([O-:11])=[O:10])=[CH:5][C:4]=1[C:12]1[N:13]=[C:14]([NH2:17])[S:15][CH:16]=1.[CH2:18]([C:21]1[CH:26]=[CH:25][C:24]([S:27](Cl)(=[O:29])=[O:28])=[CH:23][CH:22]=1)[CH2:19][CH3:20]. (2) Given the product [C:1]([NH:20][CH2:22][CH2:23][C:24]1([C:37]([O:39][CH2:40][CH3:41])=[O:38])[CH2:29][CH2:28][CH2:27][N:26]([C:30]([O:32][C:33]([CH3:35])([CH3:36])[CH3:34])=[O:31])[CH2:25]1)([C:8]1[CH:13]=[CH:12][CH:11]=[CH:10][CH:9]=1)([C:14]1[CH:15]=[CH:16][CH:17]=[CH:18][CH:19]=1)[C:2]1[CH:3]=[CH:4][CH:5]=[CH:6][CH:7]=1, predict the reactants needed to synthesize it. The reactants are: [C:1]([NH2:20])([C:14]1[CH:19]=[CH:18][CH:17]=[CH:16][CH:15]=1)([C:8]1[CH:13]=[CH:12][CH:11]=[CH:10][CH:9]=1)[C:2]1[CH:7]=[CH:6][CH:5]=[CH:4][CH:3]=1.O=[CH:22][CH2:23][C:24]1([C:37]([O:39][CH2:40][CH3:41])=[O:38])[CH2:29][CH2:28][CH2:27][N:26]([C:30]([O:32][C:33]([CH3:36])([CH3:35])[CH3:34])=[O:31])[CH2:25]1.ClCCCl.C(O[BH-](OC(=O)C)OC(=O)C)(=O)C.[Na+]. (3) Given the product [OH:51][CH2:50][CH2:49][O:48][CH2:47][CH2:46][O:45][CH2:44][CH2:43][O:42][C:41]1[CH:40]=[C:39]([NH:38][C:2]2[N:7]=[C:6]([O:8][C:9]3[C:18]4[C:13](=[CH:14][CH:15]=[CH:16][CH:17]=4)[C:12]([NH:19][C:20]([NH:22][C:23]4[N:27]([C:28]5[CH:29]=[CH:30][C:31]([CH3:34])=[CH:32][CH:33]=5)[N:26]=[C:25]([CH:35]([CH3:36])[CH3:37])[CH:24]=4)=[O:21])=[CH:11][CH:10]=3)[CH:5]=[CH:4][N:3]=2)[CH:54]=[CH:53][CH:52]=1, predict the reactants needed to synthesize it. The reactants are: Cl[C:2]1[N:7]=[C:6]([O:8][C:9]2[C:18]3[C:13](=[CH:14][CH:15]=[CH:16][CH:17]=3)[C:12]([NH:19][C:20]([NH:22][C:23]3[N:27]([C:28]4[CH:33]=[CH:32][C:31]([CH3:34])=[CH:30][CH:29]=4)[N:26]=[C:25]([CH:35]([CH3:37])[CH3:36])[CH:24]=3)=[O:21])=[CH:11][CH:10]=2)[CH:5]=[CH:4][N:3]=1.[NH2:38][C:39]1[CH:40]=[C:41]([CH:52]=[CH:53][CH:54]=1)[O:42][CH2:43][CH2:44][O:45][CH2:46][CH2:47][O:48][CH2:49][CH2:50][OH:51].C([O-])(O)=O.[Na+].